From a dataset of Forward reaction prediction with 1.9M reactions from USPTO patents (1976-2016). Predict the product of the given reaction. Given the reactants [Cl:1][C:2]1[N:10]=[C:9]2[C:5]([N:6]=[CH:7][NH:8]2)=[C:4]([NH:11][CH2:12][CH2:13][CH2:14][CH2:15][CH:16]=[C:17]([C:24]2[CH:29]=[CH:28][CH:27]=[CH:26][CH:25]=2)[C:18]2[CH:23]=[CH:22][CH:21]=[CH:20][CH:19]=2)[N:3]=1.[C:30](=O)([O-])[O-].[K+].[K+].CI.O, predict the reaction product. The product is: [Cl:1][C:2]1[N:10]=[C:9]2[C:5]([N:6]=[CH:7][N:8]2[CH3:30])=[C:4]([NH:11][CH2:12][CH2:13][CH2:14][CH2:15][CH:16]=[C:17]([C:24]2[CH:29]=[CH:28][CH:27]=[CH:26][CH:25]=2)[C:18]2[CH:19]=[CH:20][CH:21]=[CH:22][CH:23]=2)[N:3]=1.